The task is: Predict the reactants needed to synthesize the given product.. This data is from Full USPTO retrosynthesis dataset with 1.9M reactions from patents (1976-2016). (1) Given the product [F:16][C:15]([F:17])([F:18])[C:12]1[CH:13]=[CH:14][C:9]2=[C:29]3[C:30](=[C:35]([NH2:36])[N:19]=[C:10]2[CH:11]=1)[N:31]=[CH:32][CH:33]=[CH:34]3, predict the reactants needed to synthesize it. The reactants are: CC1(C)C(C)(C)OB([C:9]2[CH:14]=[CH:13][C:12]([C:15]([F:18])([F:17])[F:16])=[CH:11][C:10]=2[NH:19]C(=O)OC(C)(C)C)O1.Br[C:29]1[C:30]([C:35]#[N:36])=[N:31][CH:32]=[CH:33][CH:34]=1.C(=O)([O-])[O-].[K+].[K+]. (2) Given the product [Br:12][C:13]1[CH:14]=[CH:15][C:16]([CH3:22])=[C:17]([CH2:18][C:9]2[S:8][C:7]([C:5]3[S:6][C:2]([Cl:1])=[CH:3][CH:4]=3)=[CH:11][CH:10]=2)[CH:21]=1, predict the reactants needed to synthesize it. The reactants are: [Cl:1][C:2]1[S:6][C:5]([C:7]2[S:8][CH:9]=[CH:10][CH:11]=2)=[CH:4][CH:3]=1.[Br:12][C:13]1[CH:14]=[CH:15][C:16]([CH3:22])=[C:17]([CH:21]=1)[C:18](O)=O. (3) The reactants are: [CH3:1][O:2][C:3]1[CH:12]=[CH:11][C:10]2[C:5](=[C:6]([CH:13]3[CH2:15][O:14]3)[CH:7]=[CH:8][N:9]=2)[N:4]=1.[N:16]([N:18]1[CH2:23][CH2:22][NH:21][CH2:20][CH2:19]1)=[O:17]. Given the product [CH3:1][O:2][C:3]1[N:4]=[C:5]2[C:10](=[CH:11][CH:12]=1)[N:9]=[CH:8][CH:7]=[C:6]2[C@H:13]([OH:14])[CH2:15][N:21]1[CH2:22][CH2:23][N:18]([N:16]=[O:17])[CH2:19][CH2:20]1, predict the reactants needed to synthesize it. (4) Given the product [F:3][C:4]1[CH:9]=[C:8]([C:10]2[C:11]([O:18][CH3:19])=[N:12][C:13]([CH3:17])=[CH:14][C:15]=2[CH3:16])[CH:7]=[CH:6][C:5]=1[C:20]1[N:24]([CH:25]2[CH:29]([O:30][CH3:36])[CH2:28][O:27][CH2:26]2)[N:23]=[CH:22][C:21]=1[C:31]([O:33][CH2:34][CH3:35])=[O:32], predict the reactants needed to synthesize it. The reactants are: [H-].[Na+].[F:3][C:4]1[CH:9]=[C:8]([C:10]2[C:11]([O:18][CH3:19])=[N:12][C:13]([CH3:17])=[CH:14][C:15]=2[CH3:16])[CH:7]=[CH:6][C:5]=1[C:20]1[N:24]([CH:25]2[CH:29]([OH:30])[CH2:28][O:27][CH2:26]2)[N:23]=[CH:22][C:21]=1[C:31]([O:33][CH2:34][CH3:35])=[O:32].[CH3:36]I.[Cl-].[NH4+]. (5) Given the product [Br:71][C:72]1[CH:80]=[CH:79][C:75]([CH2:76][N:77]([CH3:78])[C:14]([CH:13]([N:12]([CH2:11][C:10]2[CH:9]=[CH:8][C:7]([N:1]3[CH2:6][CH2:5][O:4][CH2:3][CH2:2]3)=[CH:39][CH:38]=2)[C:24](=[O:37])[CH:25]=[CH:26][C:27]2[CH:28]=[N:29][C:30]([C:33]([F:34])([F:36])[F:35])=[CH:31][CH:32]=2)[CH2:17][C:18]2[CH:19]=[CH:20][CH:21]=[CH:22][CH:23]=2)=[O:16])=[CH:74][CH:73]=1, predict the reactants needed to synthesize it. The reactants are: [N:1]1([C:7]2[CH:39]=[CH:38][C:10]([CH2:11][N:12]([C:24](=[O:37])[CH:25]=[CH:26][C:27]3[CH:28]=[N:29][C:30]([C:33]([F:36])([F:35])[F:34])=[CH:31][CH:32]=3)[C@@H:13]([CH2:17][C:18]3[CH:23]=[CH:22][CH:21]=[CH:20][CH:19]=3)[C:14]([OH:16])=O)=[CH:9][CH:8]=2)[CH2:6][CH2:5][O:4][CH2:3][CH2:2]1.CN(C(ON1N=NC2C=CC=CC1=2)=[N+](C)C)C.[B-](F)(F)(F)F.CCN(C(C)C)C(C)C.[Br:71][C:72]1[CH:80]=[CH:79][C:75]([CH2:76][NH:77][CH3:78])=[CH:74][CH:73]=1. (6) Given the product [Cl:16][C:17]1[CH:18]=[CH:19][C:20]([N:23]2[CH2:28][CH2:27][N:26]([CH:4]3[C:5]4[C:10](=[CH:9][CH:8]=[C:7]([C:12]#[N:13])[CH:6]=4)[O:11][C:2]([CH3:15])([CH3:1])[CH:3]3[OH:14])[CH2:25][CH2:24]2)=[CH:21][CH:22]=1, predict the reactants needed to synthesize it. The reactants are: [CH3:1][C:2]1([CH3:15])[O:11][C:10]2[C:5](=[CH:6][C:7]([C:12]#[N:13])=[CH:8][CH:9]=2)[CH:4]2[O:14][CH:3]12.[Cl:16][C:17]1[CH:22]=[CH:21][C:20]([N:23]2[CH2:28][CH2:27][NH:26][CH2:25][CH2:24]2)=[CH:19][CH:18]=1.